Task: Predict the product of the given reaction.. Dataset: Forward reaction prediction with 1.9M reactions from USPTO patents (1976-2016) (1) Given the reactants FC(F)(F)C(O)=O.[CH3:8][O:9][C:10](=[O:53])[CH2:11][C:12]1[CH:17]=[CH:16][C:15]([C:18]2[CH:23]=[CH:22][C:21]([C:24]([C:29]3[CH:34]=[CH:33][C:32]([CH2:35][CH2:36][CH:37]([O:42][Si](C(C)(C)C)(C)C)[C:38]([CH3:41])([CH3:40])[CH3:39])=[C:31]([CH3:50])[CH:30]=3)([CH2:27][CH3:28])[CH2:25][CH3:26])=[CH:20][C:19]=2[CH3:51])=[CH:14][C:13]=1[F:52], predict the reaction product. The product is: [CH3:8][O:9][C:10](=[O:53])[CH2:11][C:12]1[CH:17]=[CH:16][C:15]([C:18]2[CH:23]=[CH:22][C:21]([C:24]([CH2:27][CH3:28])([C:29]3[CH:34]=[CH:33][C:32]([CH2:35][CH2:36][CH:37]([OH:42])[C:38]([CH3:41])([CH3:39])[CH3:40])=[C:31]([CH3:50])[CH:30]=3)[CH2:25][CH3:26])=[CH:20][C:19]=2[CH3:51])=[CH:14][C:13]=1[F:52]. (2) The product is: [CH3:40][O:39][N:38]=[C:20]([CH2:19][O:9][C:5]1[CH:6]=[CH:7][CH:8]=[C:3]([C:2]([F:10])([F:11])[F:1])[CH:4]=1)[CH2:21][N:22]1[C:30]2[C:25](=[CH:26][C:27]([N:31]=[C:32]([N:34]([CH3:36])[CH3:35])[CH3:33])=[CH:28][CH:29]=2)[CH:24]=[C:23]1[CH3:37]. Given the reactants [F:1][C:2]([F:11])([F:10])[C:3]1[CH:4]=[C:5]([OH:9])[CH:6]=[CH:7][CH:8]=1.CC([O-])(C)C.[K+].Cl[CH2:19][C:20](=[N:38][O:39][CH3:40])[CH2:21][N:22]1[C:30]2[C:25](=[CH:26][C:27]([N:31]=[C:32]([N:34]([CH3:36])[CH3:35])[CH3:33])=[CH:28][CH:29]=2)[CH:24]=[C:23]1[CH3:37], predict the reaction product. (3) Given the reactants [C-:1]#[N:2].[K+].[O:4]1[C:6]2([CH2:11][CH2:10][N:9]([C:12]3[CH:17]=[CH:16][C:15]([N:18]4[CH2:22][C@H:21]([CH2:23][NH:24][C:25](=[O:27])[CH3:26])[O:20][C:19]4=[O:28])=[CH:14][CH:13]=3)[CH2:8][CH2:7]2)[CH2:5]1.CO, predict the reaction product. The product is: [C:1]([CH2:5][C:6]1([OH:4])[CH2:11][CH2:10][N:9]([C:12]2[CH:17]=[CH:16][C:15]([N:18]3[CH2:22][C@H:21]([CH2:23][NH:24][C:25](=[O:27])[CH3:26])[O:20][C:19]3=[O:28])=[CH:14][CH:13]=2)[CH2:8][CH2:7]1)#[N:2]. (4) Given the reactants P(Cl)(Cl)([Cl:3])=O.[CH2:6]([O:13][C:14]1[CH:23]=[CH:22][C:21]2[N+:20]([O-])=[CH:19][C:18]3[N:25]=[C:26]([CH2:32][O:33][CH3:34])[N:27]([CH2:28][CH:29]([CH3:31])[CH3:30])[C:17]=3[C:16]=2[CH:15]=1)[C:7]1[CH:12]=[CH:11][CH:10]=[CH:9][CH:8]=1.C(=O)([O-])[O-].[K+].[K+], predict the reaction product. The product is: [CH2:6]([O:13][C:14]1[CH:23]=[CH:22][C:21]2[N:20]=[C:19]([Cl:3])[C:18]3[N:25]=[C:26]([CH2:32][O:33][CH3:34])[N:27]([CH2:28][CH:29]([CH3:31])[CH3:30])[C:17]=3[C:16]=2[CH:15]=1)[C:7]1[CH:12]=[CH:11][CH:10]=[CH:9][CH:8]=1. (5) Given the reactants [CH2:1]([C:4]1[CH:9]=[CH:8][C:7](B(O)O)=[CH:6][CH:5]=1)[CH2:2][CH3:3].Br[C:14]1[CH:19]=[CH:18][CH:17]=[C:16]([F:20])[CH:15]=1.C(=O)([O-])[O-].[K+].[K+], predict the reaction product. The product is: [F:20][C:16]1[CH:15]=[C:14]([C:7]2[CH:8]=[CH:9][C:4]([CH2:1][CH2:2][CH3:3])=[CH:5][CH:6]=2)[CH:19]=[CH:18][CH:17]=1. (6) Given the reactants [Cl:1][C:2]1[C:3](Cl)=[N:4][CH:5]=[C:6]([CH:10]=1)[C:7]([OH:9])=[O:8].[NH:12]1[CH2:17][CH2:16][CH:15]([C:18]([O:20][CH3:21])=[O:19])[CH2:14][CH2:13]1, predict the reaction product. The product is: [Cl:1][C:2]1[C:3]([N:12]2[CH2:17][CH2:16][CH:15]([C:18]([O:20][CH3:21])=[O:19])[CH2:14][CH2:13]2)=[N:4][CH:5]=[C:6]([CH:10]=1)[C:7]([OH:9])=[O:8]. (7) Given the reactants C([O:3][C:4]([C:6]1[NH:10][C:9]([CH2:11][CH2:12][CH3:13])=[N:8][C:7]=1[C:14]([OH:17])([CH3:16])[CH3:15])=[O:5])C.[C:18]1([C:24]([C:50]2[CH:55]=[CH:54][CH:53]=[CH:52][CH:51]=2)([C:44]2[CH:49]=[CH:48][CH:47]=[CH:46][CH:45]=2)[N:25]2[C:29]([C:30]3[CH:35]=[CH:34][CH:33]=[CH:32][C:31]=3[C:36]3[CH:41]=[CH:40][C:39]([CH2:42]Br)=[CH:38][CH:37]=3)=[N:28][N:27]=[N:26]2)[CH:23]=[CH:22][CH:21]=[CH:20][CH:19]=1.C(=O)([O-])[O-:57].[K+].[K+].C(#N)C, predict the reaction product. The product is: [OH2:3].[OH2:57].[OH:17][C:14]([C:7]1[N:8]=[C:9]([CH2:11][CH2:12][CH3:13])[N:10]([CH2:42][C:39]2[CH:38]=[CH:37][C:36]([C:31]3[CH:32]=[CH:33][CH:34]=[CH:35][C:30]=3[C:29]3[N:25]([C:24]([C:50]4[CH:55]=[CH:54][CH:53]=[CH:52][CH:51]=4)([C:44]4[CH:45]=[CH:46][CH:47]=[CH:48][CH:49]=4)[C:18]4[CH:23]=[CH:22][CH:21]=[CH:20][CH:19]=4)[N:26]=[N:27][N:28]=3)=[CH:41][CH:40]=2)[C:6]=1[C:4]([OH:3])=[O:5])([CH3:15])[CH3:16]. (8) Given the reactants C(O[BH-](OC(=O)C)OC(=O)C)(=O)C.[Na+].Cl.[NH2:16][C@H:17]([CH:25]([CH3:27])[CH3:26])[C:18]([O:20][C:21]([CH3:24])([CH3:23])[CH3:22])=[O:19].[F:28][C:29]1[C:30]([CH:51]=O)=[C:31]2[C:37]([C:38]([O-:40])=[O:39])=[CH:36][N:35]([S:41]([C:44]3[CH:50]=[CH:49][C:47]([CH3:48])=[CH:46][CH:45]=3)(=[O:43])=[O:42])[C:32]2=[N:33][CH:34]=1, predict the reaction product. The product is: [C:21]([O:20][C:18](=[O:19])[C@H:17]([NH:16][CH2:51][C:30]1[C:29]([F:28])=[CH:34][N:33]=[C:32]2[N:35]([S:41]([C:44]3[CH:50]=[CH:49][C:47]([CH3:48])=[CH:46][CH:45]=3)(=[O:43])=[O:42])[CH:36]=[C:37]([C:38]([OH:40])=[O:39])[C:31]=12)[CH:25]([CH3:27])[CH3:26])([CH3:22])([CH3:24])[CH3:23].